This data is from Full USPTO retrosynthesis dataset with 1.9M reactions from patents (1976-2016). The task is: Predict the reactants needed to synthesize the given product. The reactants are: [F:1][C:2]1[CH:7]=[C:6]([O:8][CH3:9])[C:5](I)=[CH:4][C:3]=1[CH:11]1[CH2:16][CH2:15][N:14]([C:17]([O:19][C:20]([CH3:23])([CH3:22])[CH3:21])=[O:18])[CH2:13][CH2:12]1.[F:24][C:25]([F:64])([F:63])[C:26]1[CH:27]=[C:28]([C@H:36]2[O:40][C:39](=[O:41])[N:38]([CH2:42][C:43]3[CH:48]=[C:47]([C:49]([F:52])([F:51])[F:50])[CH:46]=[CH:45][C:44]=3B3OC(C)(C)C(C)(C)O3)[C@H:37]2[CH3:62])[CH:29]=[C:30]([C:32]([F:35])([F:34])[F:33])[CH:31]=1. Given the product [F:64][C:25]([F:24])([F:63])[C:26]1[CH:27]=[C:28]([C@H:36]2[O:40][C:39](=[O:41])[N:38]([CH2:42][C:43]3[CH:48]=[C:47]([C:49]([F:50])([F:51])[F:52])[CH:46]=[CH:45][C:44]=3[C:5]3[C:6]([O:8][CH3:9])=[CH:7][C:2]([F:1])=[C:3]([CH:11]4[CH2:16][CH2:15][N:14]([C:17]([O:19][C:20]([CH3:23])([CH3:22])[CH3:21])=[O:18])[CH2:13][CH2:12]4)[CH:4]=3)[C@H:37]2[CH3:62])[CH:29]=[C:30]([C:32]([F:33])([F:35])[F:34])[CH:31]=1, predict the reactants needed to synthesize it.